Dataset: Catalyst prediction with 721,799 reactions and 888 catalyst types from USPTO. Task: Predict which catalyst facilitates the given reaction. (1) Reactant: [CH3:1][S:2]([C:5]1[CH:6]=[CH:7][C:8]2[CH2:13][O:12][CH:11]([CH2:14][NH:15][CH2:16][CH3:17])[O:10][C:9]=2[CH:18]=1)(=[O:4])=[O:3].[CH2:19](Br)[C:20]1[CH:25]=[CH:24][CH:23]=[CH:22][CH:21]=1.C(=O)([O-])[O-].[K+].[K+].C(#N)C. Product: [CH2:19]([N:15]([CH2:14][CH:11]1[O:10][C:9]2[CH:18]=[C:5]([S:2]([CH3:1])(=[O:4])=[O:3])[CH:6]=[CH:7][C:8]=2[CH2:13][O:12]1)[CH2:16][CH3:17])[C:20]1[CH:25]=[CH:24][CH:23]=[CH:22][CH:21]=1. The catalyst class is: 25. (2) Reactant: Cl[C:2]1[N:6]([CH3:7])[CH:5]=[N:4][C:3]=1[N+:8]([O-:10])=[O:9].[C-]#N.[K+].[I-].[K+].S(=O)(=O)(O)O.N([O-])=[O:22].[Na+].[CH2:25]([OH:27])C. Product: [CH3:7][N:6]1[C:2]([C:25]([OH:27])=[O:22])=[C:3]([N+:8]([O-:10])=[O:9])[N:4]=[CH:5]1. The catalyst class is: 581. (3) Reactant: [Cl:1][C:2]1[CH:3]=[C:4]([CH:11]=[CH:12][C:13]=1[Cl:14])[CH:5]=[C:6]([C:9]#[N:10])[C:7]#[N:8].[BH4-].[Na+].Cl. Product: [Cl:1][C:2]1[CH:3]=[C:4]([CH:11]=[CH:12][C:13]=1[Cl:14])[CH2:5][CH:6]([C:7]#[N:8])[C:9]#[N:10]. The catalyst class is: 214. (4) Reactant: [Br:1][C:2]1[C:11]2[C:10]([CH3:13])([CH3:12])[CH2:9][CH:8]=[C:7]([CH:14]([CH3:16])[CH3:15])[C:6]=2[CH:5]=[C:4](/[C:17](/[CH:30]([CH3:32])[CH3:31])=[C:18](/[F:29])\[CH:19]=[CH:20]\[C:21](\[CH3:28])=[CH:22]\[C:23]([O:25]CC)=[O:24])[C:3]=1[O:33][CH2:34][CH3:35].[OH-].[Na+]. Product: [Br:1][C:2]1[C:11]2[C:10]([CH3:12])([CH3:13])[CH2:9][CH:8]=[C:7]([CH:14]([CH3:16])[CH3:15])[C:6]=2[CH:5]=[C:4](/[C:17](/[CH:30]([CH3:32])[CH3:31])=[C:18](/[F:29])\[CH:19]=[CH:20]\[C:21](\[CH3:28])=[CH:22]\[C:23]([OH:25])=[O:24])[C:3]=1[O:33][CH2:34][CH3:35]. The catalyst class is: 8. (5) Reactant: [F:1][C:2]1[C:7]([C:8]([F:11])([F:10])[F:9])=[CH:6][CH:5]=[CH:4][C:3]=1[C:12]1([OH:18])[CH2:17][CH2:16][NH:15][CH2:14][CH2:13]1.C(=O)([O-])[O-].[K+].[K+].Br[CH2:26][CH2:27][O:28][CH3:29].Cl. Product: [F:1][C:2]1[C:7]([C:8]([F:10])([F:11])[F:9])=[CH:6][CH:5]=[CH:4][C:3]=1[C:12]1([OH:18])[CH2:17][CH2:16][N:15]([CH2:26][CH2:27][O:28][CH3:29])[CH2:14][CH2:13]1. The catalyst class is: 10. (6) Reactant: [OH-].[Na+].O.C([O:6][C:7]([C:9]1[CH:10]=[N:11][N:12]([C:15]2[CH:20]=[CH:19][C:18]([C:21]([F:24])([F:23])[F:22])=[CH:17][N:16]=2)[C:13]=1[Cl:14])=[O:8])C.Cl. Product: [Cl:14][C:13]1[N:12]([C:15]2[CH:20]=[CH:19][C:18]([C:21]([F:24])([F:23])[F:22])=[CH:17][N:16]=2)[N:11]=[CH:10][C:9]=1[C:7]([OH:8])=[O:6]. The catalyst class is: 8.